This data is from NCI-60 drug combinations with 297,098 pairs across 59 cell lines. The task is: Regression. Given two drug SMILES strings and cell line genomic features, predict the synergy score measuring deviation from expected non-interaction effect. Drug 1: C1=NC2=C(N1)C(=S)N=C(N2)N. Drug 2: CC(C1=C(C=CC(=C1Cl)F)Cl)OC2=C(N=CC(=C2)C3=CN(N=C3)C4CCNCC4)N. Cell line: SNB-19. Synergy scores: CSS=2.52, Synergy_ZIP=-2.98, Synergy_Bliss=-3.09, Synergy_Loewe=-4.18, Synergy_HSA=-3.23.